Predict the product of the given reaction. From a dataset of Forward reaction prediction with 1.9M reactions from USPTO patents (1976-2016). (1) Given the reactants [CH3:1][C:2]1[CH:34]=[CH:33][CH:32]=[C:31]([CH3:35])[C:3]=1[O:4][C:5]1[CH:6]=[C:7]([CH:12]=[CH:13][C:14]=1[C:15]1[C:16]2[CH:25]=[C:24]([C:26](=[O:30])[NH:27][CH2:28][CH3:29])[NH:23][C:17]=2[C:18](=[O:22])[N:19]([CH3:21])[CH:20]=1)[C:8]([O:10]C)=[O:9].O.[OH-].[Li+], predict the reaction product. The product is: [CH3:35][C:31]1[CH:32]=[CH:33][CH:34]=[C:2]([CH3:1])[C:3]=1[O:4][C:5]1[CH:6]=[C:7]([CH:12]=[CH:13][C:14]=1[C:15]1[C:16]2[CH:25]=[C:24]([C:26](=[O:30])[NH:27][CH2:28][CH3:29])[NH:23][C:17]=2[C:18](=[O:22])[N:19]([CH3:21])[CH:20]=1)[C:8]([OH:10])=[O:9]. (2) Given the reactants C(N(CC)CC)C.[CH3:8][C@:9]12[C:15]([CH3:17])([CH3:16])[C@H:12]([CH2:13][CH2:14]1)[CH:11]([C:18](Cl)=[O:19])[C:10]2=O.C(OC([N:29]([CH:37]1[CH2:39][CH2:38]1)[NH:30][C:31]1[CH:36]=[CH:35][CH:34]=[CH:33][CH:32]=1)=O)(C)(C)C.Cl.O1CCOCC1, predict the reaction product. The product is: [CH:37]1([N:29]2[C:10]3[C@@:9]4([CH3:8])[C:15]([CH3:17])([CH3:16])[C@H:12]([CH2:13][CH2:14]4)[C:11]=3[C:18](=[O:19])[N:30]2[C:31]2[CH:36]=[CH:35][CH:34]=[CH:33][CH:32]=2)[CH2:39][CH2:38]1. (3) Given the reactants [CH3:1][C:2]1[C:6]2[CH:7]=[CH:8][C:9]([OH:11])=[CH:10][C:5]=2[O:4][N:3]=1.[CH2:12]1N2CN3CN(C2)CN1C3.Cl.[C:23](O)(=[O:25])C, predict the reaction product. The product is: [CH3:12][O:11][C:9]1[CH:8]=[CH:7][C:6]2[C:2]([CH3:1])=[N:3][O:4][C:5]=2[C:10]=1[CH:23]=[O:25]. (4) Given the reactants [NH2:1][C:2]1[N:7]=[CH:6][C:5]([OH:8])=[CH:4][N:3]=1.C([O-])([O-])=O.[K+].[K+].[CH2:15](Br)[C:16]1[CH:21]=[CH:20][CH:19]=[CH:18][CH:17]=1, predict the reaction product. The product is: [CH2:15]([O:8][C:5]1[CH:4]=[N:3][C:2]([NH2:1])=[N:7][CH:6]=1)[C:16]1[CH:21]=[CH:20][CH:19]=[CH:18][CH:17]=1. (5) Given the reactants [Si:1]([O:8][CH2:9][C@@H:10]1[CH:15]=[CH:14][C:13](=[O:16])[CH2:12][N:11]1[C:17]([O:19][C:20]([CH3:23])([CH3:22])[CH3:21])=[O:18])([C:4]([CH3:7])([CH3:6])[CH3:5])([CH3:3])[CH3:2].O.C(=O)([O-])[O-].[K+].[K+].[I:31]I, predict the reaction product. The product is: [Si:1]([O:8][CH2:9][C@@H:10]1[CH:15]=[C:14]([I:31])[C:13](=[O:16])[CH2:12][N:11]1[C:17]([O:19][C:20]([CH3:23])([CH3:22])[CH3:21])=[O:18])([C:4]([CH3:7])([CH3:6])[CH3:5])([CH3:3])[CH3:2]. (6) The product is: [CH3:31][C:32]1[N:36]([CH2:37][C:38]([N:40]2[CH2:41][CH2:42][CH:43]([C:46]3[S:47][CH:48]=[C:49]([C:51]([O:11][CH:1]4[C:10]5[C:5](=[CH:6][CH:7]=[CH:8][CH:9]=5)[CH2:4][CH2:3][CH2:2]4)=[O:52])[N:50]=3)[CH2:44][CH2:45]2)=[O:39])[N:35]=[C:34]([C:54]([F:57])([F:55])[F:56])[CH:33]=1. Given the reactants [CH:1]1([OH:11])[C:10]2[C:5](=[CH:6][CH:7]=[CH:8][CH:9]=2)[CH2:4][CH2:3][CH2:2]1.C1(P(C2C=CC=CC=2)C2C=CC=CC=2)C=CC=CC=1.[CH3:31][C:32]1[N:36]([CH2:37][C:38]([N:40]2[CH2:45][CH2:44][CH:43]([C:46]3[S:47][CH:48]=[C:49]([C:51](O)=[O:52])[N:50]=3)[CH2:42][CH2:41]2)=[O:39])[N:35]=[C:34]([C:54]([F:57])([F:56])[F:55])[CH:33]=1, predict the reaction product. (7) Given the reactants [CH3:1][C@@H:2]1[CH2:6][CH2:5][CH2:4][N:3]1[CH2:7][CH2:8][C:9]1[O:10][C:11]2[CH:17]=[CH:16][C:15]([C:18]3[CH:25]=[CH:24][C:21]([C:22]#[N:23])=[CH:20][CH:19]=3)=[CH:14][C:12]=2[CH:13]=1.[O-:26][Mn](=O)(=O)=O.[K+].[O-]S([O-])(=O)=O.[Mg+2], predict the reaction product. The product is: [CH3:1][C@@H:2]1[CH2:6][CH2:5][C:4](=[O:26])[N:3]1[CH2:7][CH2:8][C:9]1[O:10][C:11]2[CH:17]=[CH:16][C:15]([C:18]3[CH:19]=[CH:20][C:21]([C:22]#[N:23])=[CH:24][CH:25]=3)=[CH:14][C:12]=2[CH:13]=1.